This data is from Human intestinal absorption (HIA) binary classification data from Hou et al.. The task is: Regression/Classification. Given a drug SMILES string, predict its absorption, distribution, metabolism, or excretion properties. Task type varies by dataset: regression for continuous measurements (e.g., permeability, clearance, half-life) or binary classification for categorical outcomes (e.g., BBB penetration, CYP inhibition). Dataset: hia_hou. The molecule is CC(=O)[C@@H]1CC[C@@H]2[C@@H]3CCC4=CC(=O)CC[C@]4(C)[C@@H]3CC[C@@]12C. The result is 1 (good absorption).